This data is from Peptide-MHC class I binding affinity with 185,985 pairs from IEDB/IMGT. The task is: Regression. Given a peptide amino acid sequence and an MHC pseudo amino acid sequence, predict their binding affinity value. This is MHC class I binding data. (1) The peptide sequence is YKIKVSARV. The MHC is Patr-B0101 with pseudo-sequence Patr-B0101. The binding affinity (normalized) is 0. (2) The peptide sequence is YLQYGWSYF. The MHC is Mamu-B52 with pseudo-sequence Mamu-B52. The binding affinity (normalized) is 0.467. (3) The peptide sequence is FEDQLLPFMS. The MHC is HLA-B40:01 with pseudo-sequence HLA-B40:01. The binding affinity (normalized) is 0.123. (4) The peptide sequence is QTLQGISFL. The MHC is H-2-Kd with pseudo-sequence H-2-Kd. The binding affinity (normalized) is 0. (5) The peptide sequence is RTFSILNRK. The MHC is HLA-B51:01 with pseudo-sequence HLA-B51:01. The binding affinity (normalized) is 0.0847. (6) The peptide sequence is AVRYYDGNIY. The MHC is HLA-A33:01 with pseudo-sequence HLA-A33:01. The binding affinity (normalized) is 0.